This data is from hERG potassium channel inhibition data for cardiac toxicity prediction from Karim et al.. The task is: Regression/Classification. Given a drug SMILES string, predict its toxicity properties. Task type varies by dataset: regression for continuous values (e.g., LD50, hERG inhibition percentage) or binary classification for toxic/non-toxic outcomes (e.g., AMES mutagenicity, cardiotoxicity, hepatotoxicity). Dataset: herg_karim. (1) The molecule is CN(CC1CCOCC1)C1CCN(c2nc3ccccc3n2Cc2ccc(F)cc2)CC1. The result is 1 (blocker). (2) The compound is NC1CN(c2ccc(-n3ccc(OCc4ccccc4)cc3=O)cn2)CC1c1cc(F)c(F)cc1F. The result is 1 (blocker).